This data is from Forward reaction prediction with 1.9M reactions from USPTO patents (1976-2016). The task is: Predict the product of the given reaction. The product is: [CH3:13][C:14]1([CH3:30])[C:18]([CH3:20])([CH3:19])[O:17][B:16]([C:2]2[CH:3]=[CH:4][C:5]([CH2:8][C:9]([O:11][CH3:12])=[O:10])=[N:6][CH:7]=2)[O:15]1. Given the reactants Br[C:2]1[CH:3]=[CH:4][C:5]([CH2:8][C:9]([O:11][CH3:12])=[O:10])=[N:6][CH:7]=1.[CH3:13][C:14]1([CH3:30])[C:18]([CH3:20])([CH3:19])[O:17][B:16]([B:16]2[O:17][C:18]([CH3:20])([CH3:19])[C:14]([CH3:30])([CH3:13])[O:15]2)[O:15]1.CC([O-])=O.[K+], predict the reaction product.